From a dataset of CYP3A4 inhibition data for predicting drug metabolism from PubChem BioAssay. Regression/Classification. Given a drug SMILES string, predict its absorption, distribution, metabolism, or excretion properties. Task type varies by dataset: regression for continuous measurements (e.g., permeability, clearance, half-life) or binary classification for categorical outcomes (e.g., BBB penetration, CYP inhibition). Dataset: cyp3a4_veith. (1) The molecule is CNC(=S)Nc1ccc(Nc2ccccc2)cc1. The result is 0 (non-inhibitor). (2) The compound is COc1ccccc1CNc1cc(-c2ccccc2CN(C)C)ncn1. The result is 0 (non-inhibitor). (3) The compound is O=C(O)[C@H](Cc1ccccc1)N1C(=O)c2ccccc2C1=O. The result is 0 (non-inhibitor). (4) The drug is CCCCn1c(O)c(C(CC)=Nc2ccc(OC)cc2OC)c(=O)[nH]c1=O. The result is 1 (inhibitor). (5) The molecule is C=CCOc1c2ccc(C(=O)NC3CCCc4ccccc43)cc2nn1C. The result is 0 (non-inhibitor). (6) The molecule is CCCCCN(CCCCC)C(=O)[C@H](CCC(=O)[O-])NC(=O)c1ccc(Cl)c(Cl)c1.[Na+]. The result is 1 (inhibitor). (7) The molecule is Cc1ccc2c(c1)N(CC(=O)NCc1cccs1)C(=O)C(C)O2. The result is 0 (non-inhibitor). (8) The result is 0 (non-inhibitor). The drug is CCCS(=O)(=O)N1CCCC(C(=O)NCCCN2CCN(c3ccc(F)cc3)CC2)C1.